Task: Predict the reactants needed to synthesize the given product.. Dataset: Full USPTO retrosynthesis dataset with 1.9M reactions from patents (1976-2016) (1) Given the product [Br:1][C:2]1[CH:3]=[C:4]([O:20][C:21]2[CH:26]=[CH:25][CH:24]=[CH:23][CH:22]=2)[C:5]([NH:8][C:9]2[S:10][CH:11]=[C:12]([CH2:14][CH2:15][C:16]3[O:17][C:32]([OH:33])=[N:19][N:18]=3)[N:13]=2)=[N:6][CH:7]=1, predict the reactants needed to synthesize it. The reactants are: [Br:1][C:2]1[CH:3]=[C:4]([O:20][C:21]2[CH:26]=[CH:25][CH:24]=[CH:23][CH:22]=2)[C:5]([NH:8][C:9]2[S:10][CH:11]=[C:12]([CH2:14][CH2:15][C:16]([NH:18][NH2:19])=[O:17])[N:13]=2)=[N:6][CH:7]=1.C1N=CN([C:32](N2C=NC=C2)=[O:33])C=1. (2) Given the product [Br:1][C:2]1[C:3]([O:12][CH2:13][CH:14]2[CH2:16][CH2:15]2)=[N:4][C:5]([CH3:11])=[C:6]([CH:10]=1)[C:7]([NH:17][C@@H:18]1[CH2:23][CH2:22][CH2:21][CH2:20][C@H:19]1[OH:24])=[O:9], predict the reactants needed to synthesize it. The reactants are: [Br:1][C:2]1[C:3]([O:12][CH2:13][CH:14]2[CH2:16][CH2:15]2)=[N:4][C:5]([CH3:11])=[C:6]([CH:10]=1)[C:7]([OH:9])=O.[NH2:17][C@@H:18]1[CH2:23][CH2:22][CH2:21][CH2:20][C@H:19]1[OH:24]. (3) Given the product [Cl:1][C:2]1[CH:7]=[CH:6][C:5]([C:8]([CH:11]2[CH2:13][CH:12]2[C:14]#[N:15])([C:24]2[C:23]3[C:27](=[C:19]([CH2:18][S:17][CH3:16])[CH:20]=[CH:21][CH:22]=3)[NH:26][CH:25]=2)[CH3:9])=[CH:4][CH:3]=1, predict the reactants needed to synthesize it. The reactants are: [Cl:1][C:2]1[CH:7]=[CH:6][C:5]([C:8]([CH:11]2[CH2:13][CH:12]2[C:14]#[N:15])(O)[CH3:9])=[CH:4][CH:3]=1.[CH3:16][S:17][CH2:18][C:19]1[CH:20]=[CH:21][CH:22]=[C:23]2[C:27]=1[NH:26][CH:25]=[CH:24]2.[Cl-].[In+3].[Cl-].[Cl-].FC(F)(F)C(O)=O. (4) The reactants are: [Br:1][C:2]1[S:3][C:4]([C:7]#[N:8])=[CH:5][CH:6]=1.[ClH:9].[CH2:10]([O:12]CC)[CH3:11]. Given the product [ClH:9].[CH2:10]([O:12][C:7]([C:4]1[S:3][C:2]([Br:1])=[CH:6][CH:5]=1)=[NH:8])[CH3:11], predict the reactants needed to synthesize it.